Predict the reactants needed to synthesize the given product. From a dataset of Full USPTO retrosynthesis dataset with 1.9M reactions from patents (1976-2016). (1) Given the product [F:12][C:13]([F:26])([F:25])[S:14]([O:10][C:8]1[CH:9]=[C:2]([Cl:1])[C:3]([CH:4]=[O:5])=[C:6]([Cl:11])[CH:7]=1)(=[O:16])=[O:15], predict the reactants needed to synthesize it. The reactants are: [Cl:1][C:2]1[CH:9]=[C:8]([OH:10])[CH:7]=[C:6]([Cl:11])[C:3]=1[CH:4]=[O:5].[F:12][C:13]([F:26])([F:25])[S:14](O[S:14]([C:13]([F:26])([F:25])[F:12])(=[O:16])=[O:15])(=[O:16])=[O:15]. (2) Given the product [C:33]1([CH:32]([C:2]2[CH:10]=[C:9]3[C:5]([C:6]([CH:19]=[CH:20][C:21]4[CH:26]=[CH:25][CH:24]=[CH:23][CH:22]=4)=[N:7][N:8]3[CH2:11][O:12][CH2:13][CH2:14][Si:15]([CH3:18])([CH3:17])[CH3:16])=[CH:4][CH:3]=2)[OH:39])[CH:38]=[CH:37][CH:36]=[CH:35][CH:34]=1, predict the reactants needed to synthesize it. The reactants are: I[C:2]1[CH:10]=[C:9]2[C:5]([C:6]([CH:19]=[CH:20][C:21]3[CH:26]=[CH:25][CH:24]=[CH:23][CH:22]=3)=[N:7][N:8]2[CH2:11][O:12][CH2:13][CH2:14][Si:15]([CH3:18])([CH3:17])[CH3:16])=[CH:4][CH:3]=1.[Li]CCCC.[CH:32](=[O:39])[C:33]1[CH:38]=[CH:37][CH:36]=[CH:35][CH:34]=1. (3) Given the product [C:1]([C:3]1[CH:4]=[CH:5][C:6]([O:23][CH2:24][C:25]2[CH:26]=[CH:27][CH:28]=[CH:29][CH:30]=2)=[C:7]([CH2:9][C:10]([NH:12][C:13]2[CH:18]=[CH:17][C:16]([C:19]([N:41]3[CH2:42][CH2:43][CH2:44][CH2:45][CH:40]3[CH2:39][NH:38][C:36]([O:35][C:31]([CH3:34])([CH3:32])[CH3:33])=[O:37])=[O:20])=[C:15]([CH3:22])[CH:14]=2)=[O:11])[CH:8]=1)#[N:2], predict the reactants needed to synthesize it. The reactants are: [C:1]([C:3]1[CH:4]=[CH:5][C:6]([O:23][CH2:24][C:25]2[CH:30]=[CH:29][CH:28]=[CH:27][CH:26]=2)=[C:7]([CH2:9][C:10]([NH:12][C:13]2[CH:18]=[CH:17][C:16]([C:19](O)=[O:20])=[C:15]([CH3:22])[CH:14]=2)=[O:11])[CH:8]=1)#[N:2].[C:31]([O:35][C:36]([NH:38][CH2:39][CH:40]1[CH2:45][CH2:44][CH2:43][CH2:42][NH:41]1)=[O:37])([CH3:34])([CH3:33])[CH3:32].F[B-](F)(F)F.N1(OC(N(C)C)=[N+](C)C)C2C=CC=CC=2N=N1.